Dataset: Forward reaction prediction with 1.9M reactions from USPTO patents (1976-2016). Task: Predict the product of the given reaction. (1) Given the reactants [Cl:1][C:2]1[C:3]([C:23]2[N:27]3[CH:28]=[CH:29][CH:30]=[CH:31][C:26]3=[N:25][CH:24]=2)=[N:4][C:5]([NH:8][C:9]2[CH:14]=[CH:13][C:12]([O:15][C@H:16]3[CH2:20][CH2:19][NH:18][CH2:17]3)=[CH:11][C:10]=2[O:21][CH3:22])=[N:6][CH:7]=1.[C:32](OC(=O)C)(=[O:34])[CH3:33], predict the reaction product. The product is: [Cl:1][C:2]1[C:3]([C:23]2[N:27]3[CH:28]=[CH:29][CH:30]=[CH:31][C:26]3=[N:25][CH:24]=2)=[N:4][C:5]([NH:8][C:9]2[CH:14]=[CH:13][C:12]([O:15][C@H:16]3[CH2:20][CH2:19][N:18]([C:32](=[O:34])[CH3:33])[CH2:17]3)=[CH:11][C:10]=2[O:21][CH3:22])=[N:6][CH:7]=1. (2) The product is: [NH2:30][C@H:26]1[CH2:27][CH2:28][CH2:29][N:24]([C:4]2[C:3](=[O:38])[N:2]([CH3:1])[CH:7]=[C:6]([N:8]3[C:16]4[CH:15]=[C:14]([C:17]5[CH:22]=[N:21][CH:20]=[C:19]([CH3:23])[N:18]=5)[N:13]=[CH:12][C:11]=4[CH:10]=[N:9]3)[N:5]=2)[CH2:25]1. Given the reactants [CH3:1][N:2]1[CH:7]=[C:6]([N:8]2[C:16]3[CH:15]=[C:14]([C:17]4[CH:22]=[N:21][CH:20]=[C:19]([CH3:23])[N:18]=4)[N:13]=[CH:12][C:11]=3[CH:10]=[N:9]2)[N:5]=[C:4]([N:24]2[CH2:29][CH2:28][CH2:27][C@H:26]([NH:30]C(=O)OC(C)(C)C)[CH2:25]2)[C:3]1=[O:38], predict the reaction product. (3) Given the reactants [C:1]([O:5][C:6](=[O:20])[CH2:7][CH2:8][C:9]1[C:14]([CH3:15])=[CH:13][C:12]([C:16](=O)[NH2:17])=[CH:11][C:10]=1[CH3:19])([CH3:4])([CH3:3])[CH3:2].CCN(CC)CC.FC(F)(F)C(OC(=O)C(F)(F)F)=O, predict the reaction product. The product is: [C:1]([O:5][C:6](=[O:20])[CH2:7][CH2:8][C:9]1[C:10]([CH3:19])=[CH:11][C:12]([C:16]#[N:17])=[CH:13][C:14]=1[CH3:15])([CH3:4])([CH3:3])[CH3:2]. (4) The product is: [O:1]([C:8]1[CH:13]=[CH:12][C:11]([N:14]([CH2:15][C:16]2[CH:17]=[N:18][CH:19]=[CH:20][CH:21]=2)[S:25]([CH2:24][C:23]([F:30])([F:29])[F:22])(=[O:27])=[O:26])=[CH:10][CH:9]=1)[C:2]1[CH:7]=[CH:6][CH:5]=[CH:4][CH:3]=1. Given the reactants [O:1]([C:8]1[CH:13]=[CH:12][C:11]([NH:14][CH2:15][C:16]2[CH:17]=[N:18][CH:19]=[CH:20][CH:21]=2)=[CH:10][CH:9]=1)[C:2]1[CH:7]=[CH:6][CH:5]=[CH:4][CH:3]=1.[F:22][C:23]([F:30])([F:29])[CH2:24][S:25](Cl)(=[O:27])=[O:26], predict the reaction product. (5) Given the reactants Cl.[CH2:2]([O:9][NH2:10])[C:3]1[CH:8]=[CH:7][CH:6]=[CH:5][CH:4]=1.N1C=CC=CC=1.[C:17]1([O:23][C:24](Cl)=[O:25])[CH:22]=[CH:21][CH:20]=[CH:19][CH:18]=1, predict the reaction product. The product is: [CH2:2]([O:9][NH:10][C:24](=[O:25])[O:23][C:17]1[CH:22]=[CH:21][CH:20]=[CH:19][CH:18]=1)[C:3]1[CH:8]=[CH:7][CH:6]=[CH:5][CH:4]=1. (6) The product is: [CH2:9]([O:11][C:12]([C@@:14]1([NH:19][C:20]([N:38]2[CH2:39][C@H:40]([OH:42])[CH2:41][C@H:37]2[C:35](=[O:36])[N:34]([CH2:28][CH2:29][CH2:30][CH2:31][CH:32]=[CH2:33])[CH3:43])=[O:21])[CH2:16][C@@H:15]1[CH:17]=[CH2:18])=[O:13])[CH3:10]. Given the reactants C(N(CC)CC)C.[I-].[CH2:9]([O:11][C:12]([C@@:14]1([NH:19][C:20](N2C=C[N+](C)=C2)=[O:21])[CH2:16][C@H:15]1[CH:17]=[CH2:18])=[O:13])[CH3:10].[CH2:28]([N:34]([CH3:43])[C:35]([C@@H:37]1[CH2:41][C@@H:40]([OH:42])[CH2:39][NH:38]1)=[O:36])[CH2:29][CH2:30][CH2:31][CH:32]=[CH2:33], predict the reaction product. (7) The product is: [NH2:17][C:16]1[CH:15]=[C:14]([C:29]2[CH:30]=[C:31]([NH:44][C:45]([C:47]3[N:48]=[C:49]([CH2:52][N:53]4[CH2:58][C@H:57]([CH3:59])[O:56][C@H:55]([CH3:60])[CH2:54]4)[S:50][CH:51]=3)=[O:46])[C:32]3[C:36]([CH:37]=2)=[N:35][N:34]([CH:38]2[CH2:43][CH2:42][CH2:41][CH2:40][O:39]2)[CH:33]=3)[CH:13]=[N:12][C:11]=1[O:10][CH3:9]. Given the reactants P([O-])([O-])([O-])=O.[K+].[K+].[K+].[CH3:9][O:10][C:11]1[C:16]([NH2:17])=[CH:15][C:14](B2OC(C)(C)CC(C)(C)O2)=[CH:13][N:12]=1.Br[C:29]1[CH:30]=[C:31]([NH:44][C:45]([C:47]2[N:48]=[C:49]([CH2:52][N:53]3[CH2:58][C@H:57]([CH3:59])[O:56][C@H:55]([CH3:60])[CH2:54]3)[S:50][CH:51]=2)=[O:46])[C:32]2[C:36]([CH:37]=1)=[N:35][N:34]([CH:38]1[CH2:43][CH2:42][CH2:41][CH2:40][O:39]1)[CH:33]=2.O, predict the reaction product. (8) Given the reactants [Cl:1][C:2]1[C:3]([N:15]=[C:16]2[CH2:21][CH2:20][CH2:19][CH2:18][S:17]2=[O:22])=[C:4]([CH2:13][OH:14])[CH:5]=[CH:6][C:7]=1[CH:8]([O:11][CH3:12])[O:9][CH3:10].O.[Na].[CH3:25]I.O, predict the reaction product. The product is: [Cl:1][C:2]1[C:7]([CH:8]([O:9][CH3:10])[O:11][CH3:12])=[CH:6][CH:5]=[C:4]([CH2:13][O:14][CH3:25])[C:3]=1[N:15]=[C:16]1[CH2:21][CH2:20][CH2:19][CH2:18][S:17]1=[O:22].